Task: Predict which catalyst facilitates the given reaction.. Dataset: Catalyst prediction with 721,799 reactions and 888 catalyst types from USPTO (1) Reactant: Br[C:2]1[CH:7]=[C:6]([F:8])[C:5]([F:9])=[CH:4][C:3]=1[S:10]([CH3:13])(=[O:12])=[O:11].[CH3:14][C:15]1([CH3:31])[C:19]([CH3:21])([CH3:20])[O:18][B:17]([B:17]2[O:18][C:19]([CH3:21])([CH3:20])[C:15]([CH3:31])([CH3:14])[O:16]2)[O:16]1.C([O-])(=O)C.[K+]. Product: [F:9][C:5]1[C:6]([F:8])=[CH:7][C:2]([B:17]2[O:18][C:19]([CH3:21])([CH3:20])[C:15]([CH3:31])([CH3:14])[O:16]2)=[C:3]([S:10]([CH3:13])(=[O:12])=[O:11])[CH:4]=1. The catalyst class is: 38. (2) Reactant: N1(C([O-])=[O:8])CCCCC1.OCC1(C2C=CC=CC=2)CCN(C(OC(C)(C)C)=O)CC1.Br[CH:32]([C:34]1[C:42]2[C:38](=[CH:39][N:40]([CH2:43][O:44][CH2:45][CH2:46][Si:47]([CH3:50])([CH3:49])[CH3:48])[N:41]=2)[CH:37]=[C:36]([C:51]([F:54])([F:53])[F:52])[CH:35]=1)[CH3:33].[H-].[Na+]. The catalyst class is: 9. Product: [F:52][C:51]([F:54])([F:53])[C:36]1[CH:35]=[C:34]([CH:32]([OH:8])[CH3:33])[C:42]2[C:38](=[CH:39][N:40]([CH2:43][O:44][CH2:45][CH2:46][Si:47]([CH3:50])([CH3:49])[CH3:48])[N:41]=2)[CH:37]=1. (3) Reactant: [Br:1][C:2]1[CH:7]=[CH:6][C:5]([C:8]([CH:10]2[CH2:14][CH2:13][O:12][CH2:11]2)=O)=[C:4]([F:15])[CH:3]=1.[NH:16]([C:18]([O:20][C:21]([CH3:24])([CH3:23])[CH3:22])=[O:19])[NH2:17].C(O)(=O)C. Product: [Br:1][C:2]1[CH:7]=[CH:6][C:5]([C:8]([CH:10]2[CH2:14][CH2:13][O:12][CH2:11]2)=[N:17][NH:16][C:18]([O:20][C:21]([CH3:24])([CH3:23])[CH3:22])=[O:19])=[C:4]([F:15])[CH:3]=1. The catalyst class is: 5. (4) Reactant: [CH2:1]([O:3][C:4]([C:6]1[C:10]([CH3:11])=[CH:9][NH:8][C:7]=1[CH2:12][C:13]([OH:15])=O)=[O:5])[CH3:2].Cl.C(N=C=N[CH2:22][CH2:23][CH2:24][N:25]([CH3:27])[CH3:26])C.O[N:29]1[C:33]2C=CC=CC=2N=N1.O. Product: [CH2:1]([O:3][C:4]([C:6]1[C:10]([CH3:11])=[CH:9][NH:8][C:7]=1[CH2:12][C:13](=[O:15])[NH:29][CH2:33][CH2:27][N:25]1[CH2:24][CH2:23][CH2:22][CH2:26]1)=[O:5])[CH3:2]. The catalyst class is: 204. (5) Reactant: [Br:1][C:2]1[CH:3]=[C:4]([CH:6]=[C:7]([Br:9])[CH:8]=1)[NH2:5].[CH:10](=O)[C:11]1[CH:16]=[CH:15][CH:14]=[CH:13][CH:12]=1.[BH-](OC(C)=O)(OC(C)=O)OC(C)=O.[Na+].CC(O)=O. Product: [CH2:10]([NH:5][C:4]1[CH:3]=[C:2]([Br:1])[CH:8]=[C:7]([Br:9])[CH:6]=1)[C:11]1[CH:16]=[CH:15][CH:14]=[CH:13][CH:12]=1. The catalyst class is: 26.